This data is from Full USPTO retrosynthesis dataset with 1.9M reactions from patents (1976-2016). The task is: Predict the reactants needed to synthesize the given product. (1) The reactants are: Br[C:2]1[CH:7]=[CH:6][C:5]([NH:8][C:9]2[C:14]([C:15]([F:18])([F:17])[F:16])=[CH:13][N:12]=[C:11]([NH:19][C:20]3[CH:34]=[CH:33][C:23]([CH2:24][P:25](=[O:32])([O:29][CH2:30][CH3:31])[O:26][CH2:27][CH3:28])=[CH:22][CH:21]=3)[N:10]=2)=[C:4]([C:35](=[O:38])[NH:36][CH3:37])[CH:3]=1.[CH2:39]([N:41]([CH2:58][CH3:59])[CH2:42][CH2:43][N:44]1[CH:48]=[C:47](B2OC(C)(C)C(C)(C)O2)[CH:46]=[N:45]1)[CH3:40]. Given the product [CH2:58]([N:41]([CH2:39][CH3:40])[CH2:42][CH2:43][N:44]1[CH:48]=[C:47]([C:2]2[CH:7]=[CH:6][C:5]([NH:8][C:9]3[C:14]([C:15]([F:16])([F:18])[F:17])=[CH:13][N:12]=[C:11]([NH:19][C:20]4[CH:34]=[CH:33][C:23]([CH2:24][P:25](=[O:32])([O:26][CH2:27][CH3:28])[O:29][CH2:30][CH3:31])=[CH:22][CH:21]=4)[N:10]=3)=[C:4]([C:35](=[O:38])[NH:36][CH3:37])[CH:3]=2)[CH:46]=[N:45]1)[CH3:59], predict the reactants needed to synthesize it. (2) Given the product [C:1]([C:5]1[CH:14]=[C:13]([CH3:15])[C:8]([C:9]([OH:11])=[O:10])=[C:7]([F:16])[CH:6]=1)([CH3:4])([CH3:3])[CH3:2], predict the reactants needed to synthesize it. The reactants are: [C:1]([C:5]1[CH:14]=[C:13]([CH3:15])[C:8]([C:9]([O:11]C)=[O:10])=[C:7]([F:16])[CH:6]=1)([CH3:4])([CH3:3])[CH3:2]. (3) Given the product [CH3:14][O:13][C:11](=[O:12])[C:10]1[CH:9]=[CH:8][C:4]([C:5]([O:7][N:16]2[C:20](=[O:21])[CH2:19][CH2:18][C:17]2=[O:22])=[O:6])=[CH:3][C:2]=1[Cl:1], predict the reactants needed to synthesize it. The reactants are: [Cl:1][C:2]1[CH:3]=[C:4]([CH:8]=[CH:9][C:10]=1[C:11]([O:13][CH3:14])=[O:12])[C:5]([OH:7])=[O:6].O[N:16]1[C:20](=[O:21])[CH2:19][CH2:18][C:17]1=[O:22]. (4) Given the product [Cl:12][C:9]1[CH:10]=[C:11]2[C:6](=[CH:7][CH:8]=1)[N:5]=[C:4]([N:13]1[CH2:19][C:18]3[CH:20]=[CH:21][CH:22]=[CH:23][C:17]=3[S:16][CH2:15][CH2:14]1)[CH:3]=[C:2]2[NH:26][CH2:25][CH2:24][NH2:27], predict the reactants needed to synthesize it. The reactants are: Cl[C:2]1[C:11]2[C:6](=[CH:7][CH:8]=[C:9]([Cl:12])[CH:10]=2)[N:5]=[C:4]([N:13]2[CH2:19][C:18]3[CH:20]=[CH:21][CH:22]=[CH:23][C:17]=3[S:16][CH2:15][CH2:14]2)[CH:3]=1.[CH2:24]([NH2:27])[CH2:25][NH2:26].